This data is from Full USPTO retrosynthesis dataset with 1.9M reactions from patents (1976-2016). The task is: Predict the reactants needed to synthesize the given product. (1) Given the product [CH3:10][C:11]1[C:19]([CH3:20])=[C:18]([CH3:21])[C:17]([CH3:22])=[C:16]2[C:12]=1[CH2:13][CH:14]([NH:24][C:1](=[O:8])[C:2]1[CH:7]=[CH:6][CH:5]=[CH:4][CH:3]=1)[C:15]2=[O:23], predict the reactants needed to synthesize it. The reactants are: [C:1](Cl)(=[O:8])[C:2]1[CH:7]=[CH:6][CH:5]=[CH:4][CH:3]=1.[CH3:10][C:11]1[C:19]([CH3:20])=[C:18]([CH3:21])[C:17]([CH3:22])=[C:16]2[C:12]=1[CH2:13][C:14](=[N:24]O)[C:15]2=[O:23].C(N(CC)CC)C. (2) Given the product [CH2:13]([C:17]1[N:22]2[N:23]=[CH:24][N:25]=[C:21]2[N:20]([C@H:26]2[CH2:31][CH2:30][C@H:29]([O:32][CH:33]([CH3:38])[C:34]([OH:37])([CH3:36])[CH3:35])[CH2:28][CH2:27]2)[C:19](=[O:39])[C:18]=1[CH2:40][C:41]1[CH:46]=[CH:45][C:44]([C:47]2[CH:52]=[CH:51][CH:50]=[CH:49][C:48]=2[C:53]2[NH:3][C:4](=[O:7])[O:5][N:54]=2)=[CH:43][CH:42]=1)[CH2:14][CH2:15][CH3:16], predict the reactants needed to synthesize it. The reactants are: [Cl-].O[NH3+:3].[C:4](=[O:7])([O-])[OH:5].[Na+].CS(C)=O.[CH2:13]([C:17]1[N:22]2[N:23]=[CH:24][N:25]=[C:21]2[N:20]([C@H:26]2[CH2:31][CH2:30][C@H:29]([O:32][CH:33]([CH3:38])[C:34]([OH:37])([CH3:36])[CH3:35])[CH2:28][CH2:27]2)[C:19](=[O:39])[C:18]=1[CH2:40][C:41]1[CH:46]=[CH:45][C:44]([C:47]2[C:48]([C:53]#[N:54])=[CH:49][CH:50]=[CH:51][CH:52]=2)=[CH:43][CH:42]=1)[CH2:14][CH2:15][CH3:16].